From a dataset of Forward reaction prediction with 1.9M reactions from USPTO patents (1976-2016). Predict the product of the given reaction. Given the reactants C(O[C:6]([N:8]1[CH2:13][CH2:12][CH:11]([C:14]2[C:23]3[C:18](=[CH:19][C:20]([O:24][CH2:25][CH2:26][CH2:27][N:28]4[CH2:32][CH2:31][CH2:30][C:29]4=[O:33])=[CH:21][CH:22]=3)[N:17]=[CH:16][N:15]=2)[CH2:10][CH2:9]1)=[O:7])(C)(C)C.[N+](C1C=CC(OC(=O)[NH:45][C:46]2[CH:51]=[CH:50][C:49]([O:52][CH:53]([CH3:55])[CH3:54])=[CH:48][CH:47]=2)=CC=1)([O-])=O.CCN(C(C)C)C(C)C, predict the reaction product. The product is: [CH:53]([O:52][C:49]1[CH:50]=[CH:51][C:46]([NH:45][C:6]([N:8]2[CH2:13][CH2:12][CH:11]([C:14]3[C:23]4[C:18](=[CH:19][C:20]([O:24][CH2:25][CH2:26][CH2:27][N:28]5[CH2:32][CH2:31][CH2:30][C:29]5=[O:33])=[CH:21][CH:22]=4)[N:17]=[CH:16][N:15]=3)[CH2:10][CH2:9]2)=[O:7])=[CH:47][CH:48]=1)([CH3:55])[CH3:54].